This data is from Forward reaction prediction with 1.9M reactions from USPTO patents (1976-2016). The task is: Predict the product of the given reaction. (1) Given the reactants [C:1]([NH:9][CH:10]([C:16](=[O:26])[CH2:17][O:18][CH2:19][C:20]1[CH:25]=[CH:24][CH:23]=[CH:22][CH:21]=1)[C:11]([O:13][CH2:14][CH3:15])=[O:12])(=O)[C:2]1[CH:7]=[CH:6][CH:5]=[CH:4][CH:3]=1.P(Cl)(Cl)(Cl)=O.C(=O)(O)[O-].[Na+], predict the reaction product. The product is: [CH2:19]([O:18][CH2:17][C:16]1[O:26][C:1]([C:2]2[CH:3]=[CH:4][CH:5]=[CH:6][CH:7]=2)=[N:9][C:10]=1[C:11]([O:13][CH2:14][CH3:15])=[O:12])[C:20]1[CH:21]=[CH:22][CH:23]=[CH:24][CH:25]=1. (2) Given the reactants [C:1]([C:4]1[CH:5]=[CH:6][C:7](=[O:13])[N:8]([CH:10]([CH3:12])[CH3:11])[N:9]=1)(=[O:3])[CH3:2].C([O:18][N:19]=O)(C)(C)C.CC(C)([O-])C.Cl, predict the reaction product. The product is: [CH:10]([N:8]1[C:7](=[O:13])[CH:6]=[CH:5][C:4]([C:1](=[O:3])[CH:2]=[N:19][OH:18])=[N:9]1)([CH3:11])[CH3:12]. (3) Given the reactants [NH:1]1[CH2:6][CH2:5][C:4](=[O:7])[CH2:3][CH2:2]1.O[C:9]1[CH:17]=[CH:16][C:15]([O:18][CH3:19])=[CH:14][C:10]=1[C:11]([NH2:13])=[O:12].N1CCOCC1, predict the reaction product. The product is: [CH3:19][O:18][C:15]1[CH:16]=[CH:17][C:9]2[O:7][C:4]3([CH2:5][CH2:6][NH:1][CH2:2][CH2:3]3)[NH:13][C:11](=[O:12])[C:10]=2[CH:14]=1. (4) Given the reactants [OH:1][C:2]1[CH:9]=[CH:8][C:5]([CH2:6][OH:7])=[CH:4][CH:3]=1.C([O-])([O-])=O.[K+].[K+].[CH2:16](Br)[C:17]#[CH:18], predict the reaction product. The product is: [CH2:18]([O:1][C:2]1[CH:9]=[CH:8][C:5]([CH2:6][OH:7])=[CH:4][CH:3]=1)[C:17]#[CH:16]. (5) The product is: [CH3:30][C@@H:26]1[CH2:27][CH2:28][CH2:29][N:25]1[CH2:24][CH2:23][NH:22][C:14](=[C:17]([C:20]#[N:21])[C:18]#[N:19])[N:11]1[CH2:12][CH2:13][CH:8]([CH2:7][N:3]2[CH2:4][CH2:5][CH2:6][CH:2]2[CH3:1])[CH2:9][CH2:10]1. Given the reactants [CH3:1][CH:2]1[CH2:6][CH2:5][CH2:4][N:3]1[CH2:7][CH:8]1[CH2:13][CH2:12][N:11]([C:14](=[C:17]([C:20]#[N:21])[C:18]#[N:19])SC)[CH2:10][CH2:9]1.[NH2:22][CH2:23][CH2:24][N:25]1[CH2:29][CH2:28][CH2:27][C@H:26]1[CH3:30], predict the reaction product. (6) Given the reactants [C:1]([O:9][C:10]([CH3:13])([CH3:12])[CH3:11])(=[O:8])[CH2:2][C:3]([O:5][CH2:6][CH3:7])=[O:4].CC(C)([O-])C.[K+].[Br:20][C:21]1[CH:22]=[C:23]([N+:28]([O-:30])=[O:29])[C:24](Cl)=[N:25][CH:26]=1, predict the reaction product. The product is: [Br:20][C:21]1[CH:22]=[C:23]([N+:28]([O-:30])=[O:29])[C:24]([CH:2]([C:3]([O:5][CH2:6][CH3:7])=[O:4])[C:1]([O:9][C:10]([CH3:12])([CH3:11])[CH3:13])=[O:8])=[N:25][CH:26]=1.